From a dataset of Peptide-MHC class II binding affinity with 134,281 pairs from IEDB. Regression. Given a peptide amino acid sequence and an MHC pseudo amino acid sequence, predict their binding affinity value. This is MHC class II binding data. (1) The peptide sequence is RNLCFYSDDSPTEFT. The MHC is DRB1_0101 with pseudo-sequence DRB1_0101. The binding affinity (normalized) is 0.189. (2) The peptide sequence is EKKYFAATQFEPLAD. The MHC is HLA-DPA10201-DPB10101 with pseudo-sequence HLA-DPA10201-DPB10101. The binding affinity (normalized) is 0.924. (3) The peptide sequence is SIVYEAADAILHTPGCVPCV. The MHC is DRB1_0405 with pseudo-sequence DRB1_0405. The binding affinity (normalized) is 0.629. (4) The peptide sequence is YEAFVLHFSEALRII. The MHC is HLA-DQA10501-DQB10201 with pseudo-sequence HLA-DQA10501-DQB10201. The binding affinity (normalized) is 0.669. (5) The peptide sequence is FKVAATAAATAPADDKFTVF. The MHC is HLA-DQA10401-DQB10402 with pseudo-sequence HLA-DQA10401-DQB10402. The binding affinity (normalized) is 0.533.